Task: Predict the reaction yield, written as a fraction of the theoretical maximum amount of product (1.0 means a 100% yield; for example, 0.34 means a 34% yield).. Dataset: Reaction yield outcomes from USPTO patents with 853,638 reactions (1) The reactants are C[N:2](C)[CH:3]=[CH:4][C:5]([C:7]1[C:12](=[O:13])[CH:11]=[CH:10][N:9]([C:14]2[CH:19]=[CH:18][CH:17]=[C:16]([C:20]([F:23])([F:22])[F:21])[CH:15]=2)[N:8]=1)=O.Cl.[Cl:26][C:27]1[CH:32]=[CH:31][C:30]([NH:33]N)=[CH:29][CH:28]=1.CCN(CC)CC. The catalyst is C(O)C. The product is [Cl:26][C:27]1[CH:32]=[CH:31][C:30]([N:33]2[C:5]([C:7]3[C:12](=[O:13])[CH:11]=[CH:10][N:9]([C:14]4[CH:19]=[CH:18][CH:17]=[C:16]([C:20]([F:23])([F:22])[F:21])[CH:15]=4)[N:8]=3)=[CH:4][CH:3]=[N:2]2)=[CH:29][CH:28]=1. The yield is 0.300. (2) The reactants are C([O:3][C:4]([C:6]1[CH:10]=[C:9]([C:11]2[CH:16]=[CH:15][C:14]([N:17]3[CH2:22][CH2:21][CH2:20][CH2:19][CH2:18]3)=[CH:13][CH:12]=2)[N:8]([C:23]([CH3:26])([CH3:25])[CH3:24])[N:7]=1)=O)C.[H-].C([Al+]CC(C)C)C(C)C.Cl. The catalyst is ClCCl. The product is [C:23]([N:8]1[C:9]([C:11]2[CH:16]=[CH:15][C:14]([N:17]3[CH2:22][CH2:21][CH2:20][CH2:19][CH2:18]3)=[CH:13][CH:12]=2)=[CH:10][C:6]([CH:4]=[O:3])=[N:7]1)([CH3:26])([CH3:25])[CH3:24]. The yield is 0.590. (3) The reactants are [CH2:1]([N:8]1[C:13](=[O:14])[C:12]([CH3:15])=[C:11]([CH3:16])[N:10]=[C:9]1[CH:17]([N:21]([CH2:31][C:32](=O)[CH2:33][CH2:34][N:35]1C(=O)C2C(=CC=CC=2)C1=O)[C:22](=O)[C:23]1C=CC(C)=[CH:25][CH:24]=1)[CH:18]([CH3:20])[CH3:19])[C:2]1[CH:7]=[CH:6][CH:5]=[CH:4][CH:3]=1.[C:47]([O-:50])(=O)[CH3:48].[NH4+:51].[C:52]([OH:55])(=O)[CH3:53]. No catalyst specified. The product is [CH2:1]([N:8]1[C:13](=[O:14])[C:12]([CH3:15])=[C:11]([CH3:16])[N:10]=[C:9]1[CH:17]([N:21]1[CH:31]=[C:32]([CH2:33][CH2:34][N:35]2[C:47](=[O:50])[C:48]3[C:53](=[CH:1][CH:2]=[CH:3][CH:4]=3)[C:52]2=[O:55])[N:51]=[C:22]1[C:23]1[CH:24]=[CH:25][C:12]([CH3:13])=[CH:11][CH:16]=1)[CH:18]([CH3:19])[CH3:20])[C:2]1[CH:3]=[CH:4][CH:5]=[CH:6][CH:7]=1. The yield is 0.380. (4) The yield is 0.900. The reactants are [C:12]([O:11][C:9](O[C:9]([O:11][C:12]([CH3:15])([CH3:14])[CH3:13])=[O:10])=[O:10])([CH3:15])([CH3:14])[CH3:13].[NH2:16][CH2:17][CH:18]([OH:21])[CH2:19][CH3:20].C(N(CC)C(C)C)(C)C. The product is [OH:21][CH:18]([CH2:19][CH3:20])[CH2:17][NH:16][C:9](=[O:10])[O:11][C:12]([CH3:13])([CH3:14])[CH3:15]. The catalyst is C(Cl)Cl. (5) The reactants are CS([O:5][CH2:6][C:7]([S:10][C:11]1[N:19]([CH2:20][C:21]2[CH:26]=[CH:25][CH:24]=[C:23]([Br:27])[CH:22]=2)[C:18]2[C:17](=[O:28])[N:16]([CH3:29])[C:15](=[O:30])[N:14]([CH3:31])[C:13]=2[N:12]=1)([CH3:9])[CH3:8])(=O)=O.[Na].[CH2:33](O)[CH3:34]. No catalyst specified. The product is [Br:27][C:23]1[CH:22]=[C:21]([CH:26]=[CH:25][CH:24]=1)[CH2:20][N:19]1[C:18]2[C:17](=[O:28])[N:16]([CH3:29])[C:15](=[O:30])[N:14]([CH3:31])[C:13]=2[N:12]=[C:11]1[S:10][C:7]([CH3:9])([CH3:8])[CH2:6][O:5][CH2:33][CH3:34]. The yield is 0.432.